This data is from Full USPTO retrosynthesis dataset with 1.9M reactions from patents (1976-2016). The task is: Predict the reactants needed to synthesize the given product. (1) Given the product [C:3]([C:7]1[CH:8]=[CH:9][C:10]([S:13]([NH:16][C:17]2[C:22]([C:23]3[CH:24]=[CH:25][C:26]([CH3:29])=[CH:27][CH:28]=3)=[C:21]([O:30][C:31]#[C:32][CH2:33][CH2:34][O:35][C:40]3[N:41]=[CH:42][C:37]([Br:36])=[CH:38][N:39]=3)[N:20]=[CH:19][N:18]=2)(=[O:14])=[O:15])=[CH:11][CH:12]=1)([CH3:5])([CH3:4])[CH3:6], predict the reactants needed to synthesize it. The reactants are: [H-].[Na+].[C:3]([C:7]1[CH:12]=[CH:11][C:10]([S:13]([NH:16][C:17]2[C:22]([C:23]3[CH:28]=[CH:27][C:26]([CH3:29])=[CH:25][CH:24]=3)=[C:21]([O:30][CH2:31][C:32]#[C:33][CH2:34][OH:35])[N:20]=[CH:19][N:18]=2)(=[O:15])=[O:14])=[CH:9][CH:8]=1)([CH3:6])([CH3:5])[CH3:4].[Br:36][C:37]1[CH:38]=[N:39][C:40](Cl)=[N:41][CH:42]=1. (2) Given the product [Br:1][C:2]1[CH:7]=[CH:6][C:5]([NH:8][C:9]2[C:10]([C:18]([NH:20][O:21][CH2:22][CH2:23][OH:24])=[O:19])=[N:11][N:12]([CH3:17])[C:13](=[O:16])[C:14]=2[CH3:15])=[C:4]([F:27])[CH:3]=1, predict the reactants needed to synthesize it. The reactants are: [Br:1][C:2]1[CH:7]=[CH:6][C:5]([NH:8][C:9]2[C:10]([C:18]([NH:20][O:21][CH2:22][CH2:23][O:24]C=C)=[O:19])=[N:11][N:12]([CH3:17])[C:13](=[O:16])[C:14]=2[CH3:15])=[C:4]([F:27])[CH:3]=1.Cl. (3) Given the product [Br:15][CH2:14][C:5]1[CH:4]=[CH:3][C:2]([F:1])=[CH:7][C:6]=1[S:8]([N:11]([CH3:13])[CH3:12])(=[O:10])=[O:9], predict the reactants needed to synthesize it. The reactants are: [F:1][C:2]1[CH:3]=[CH:4][C:5]([CH3:14])=[C:6]([S:8]([N:11]([CH3:13])[CH3:12])(=[O:10])=[O:9])[CH:7]=1.[Br:15]N1C(=O)CCC1=O. (4) The reactants are: [Br:1][CH2:2][CH2:3][OH:4].C(N(CC)CC)C.[C:12](Cl)([C:25]1[CH:30]=[CH:29][CH:28]=[CH:27][CH:26]=1)([C:19]1[CH:24]=[CH:23][CH:22]=[CH:21][CH:20]=1)[C:13]1[CH:18]=[CH:17][CH:16]=[CH:15][CH:14]=1.O. Given the product [C:12]([O:4][CH2:3][CH2:2][Br:1])([C:13]1[CH:18]=[CH:17][CH:16]=[CH:15][CH:14]=1)([C:25]1[CH:26]=[CH:27][CH:28]=[CH:29][CH:30]=1)[C:19]1[CH:20]=[CH:21][CH:22]=[CH:23][CH:24]=1, predict the reactants needed to synthesize it. (5) Given the product [C:1]([O:9][C@H:10]1[CH2:40][CH2:39][C@@:38]2([CH3:41])[C:12](=[CH:13][CH:14]=[C:15]3[C@@H:37]2[CH2:36][CH2:35][C@@:34]2([CH3:42])[C@H:16]3[CH2:17][CH2:18][C@@H:19]2[C@@H:20]([CH2:22][O:23][Si:24]([CH:31]([CH3:32])[CH3:33])([CH:25]([CH3:26])[CH3:27])[CH:28]([CH3:30])[CH3:29])[CH3:21])[C:11]1([CH3:44])[CH3:43])(=[O:8])[C:2]1[CH:3]=[CH:4][CH:5]=[CH:6][CH:7]=1, predict the reactants needed to synthesize it. The reactants are: [C:1]([O:9][C@H:10]1[CH2:40][CH2:39][C@@:38]2([CH3:41])[C:12](=[CH:13][CH2:14][C@@H:15]3[C@@H:37]2[CH2:36][CH2:35][C@@:34]2([CH3:42])[C@H:16]3[CH2:17][CH2:18][C@@H:19]2[C@@H:20]([CH2:22][O:23][Si:24]([CH:31]([CH3:33])[CH3:32])([CH:28]([CH3:30])[CH3:29])[CH:25]([CH3:27])[CH3:26])[CH3:21])[C:11]1([CH3:44])[CH3:43])(=[O:8])[C:2]1[CH:7]=[CH:6][CH:5]=[CH:4][CH:3]=1.BrN1C(C)(C)C(=O)N(Br)C1=O.CC1C=C(C)C=C(C)N=1. (6) Given the product [CH2:24]([NH:31][C:32]([NH:1][C:2]1[C:3]([C:7]2[NH:23][C:10]3=[CH:11][C:12]4[C:13]([CH3:22])([CH3:21])[C:14](=[O:20])[N:15]([CH2:18][CH3:19])[C:16]=4[CH:17]=[C:9]3[N:8]=2)=[N:4][NH:5][CH:6]=1)=[O:33])[C:25]1[CH:30]=[CH:29][CH:28]=[CH:27][CH:26]=1, predict the reactants needed to synthesize it. The reactants are: [NH2:1][C:2]1[C:3]([C:7]2[NH:23][C:10]3=[CH:11][C:12]4[C:13]([CH3:22])([CH3:21])[C:14](=[O:20])[N:15]([CH2:18][CH3:19])[C:16]=4[CH:17]=[C:9]3[N:8]=2)=[N:4][NH:5][CH:6]=1.[CH2:24]([N:31]=[C:32]=[O:33])[C:25]1[CH:30]=[CH:29][CH:28]=[CH:27][CH:26]=1. (7) Given the product [O:35]=[C:10]1[C:11]2([CH2:24][CH2:23][NH:22][CH2:21][CH2:20]2)[CH:12]([C:14]2[CH:19]=[CH:18][CH:17]=[CH:16][CH:15]=2)[CH2:13][N:9]1[CH2:8][C:7]1[CH:6]=[C:5]([CH:38]=[CH:37][CH:36]=1)[C:3]([O:2][CH3:1])=[O:4], predict the reactants needed to synthesize it. The reactants are: [CH3:1][O:2][C:3]([C:5]1[CH:6]=[C:7]([CH:36]=[CH:37][CH:38]=1)[CH2:8][N:9]1[CH2:13][CH:12]([C:14]2[CH:19]=[CH:18][CH:17]=[CH:16][CH:15]=2)[C:11]2([CH2:24][CH2:23][N:22](C(OCC3C=CC=CC=3)=O)[CH2:21][CH2:20]2)[C:10]1=[O:35])=[O:4]. (8) Given the product [CH:25]1([C:2]2[N:3]([CH2:17][O:18][CH2:19][CH2:20][Si:21]([CH3:24])([CH3:23])[CH3:22])[CH:4]=[C:5]([C:7]([O:9][CH2:10][C:11]3[CH:16]=[CH:15][CH:14]=[CH:13][CH:12]=3)=[O:8])[N:6]=2)[CH2:27][CH2:26]1, predict the reactants needed to synthesize it. The reactants are: Br[C:2]1[N:3]([CH2:17][O:18][CH2:19][CH2:20][Si:21]([CH3:24])([CH3:23])[CH3:22])[CH:4]=[C:5]([C:7]([O:9][CH2:10][C:11]2[CH:16]=[CH:15][CH:14]=[CH:13][CH:12]=2)=[O:8])[N:6]=1.[CH:25]1(B(O)O)[CH2:27][CH2:26]1. (9) Given the product [Cl:10][C:11]1[N:12]=[N+:13]([O-:6])[C:14]([Cl:17])=[CH:15][CH:16]=1, predict the reactants needed to synthesize it. The reactants are: OO.FC(F)(F)C(O)=[O:6].[Cl:10][C:11]1[N:12]=[N:13][C:14]([Cl:17])=[CH:15][CH:16]=1.ClC1=C(Cl)C(OC1=O)=O.S([O-])([O-])=O.[Na+].[Na+].